This data is from Forward reaction prediction with 1.9M reactions from USPTO patents (1976-2016). The task is: Predict the product of the given reaction. (1) Given the reactants [NH3:1].[N:2]1([C:6]2[N:10]3[CH:11]=[CH:12][N:13]=[C:14](Cl)[C:9]3=[C:8]([Br:16])[N:7]=2)[CH2:5][CH2:4][CH2:3]1, predict the reaction product. The product is: [N:2]1([C:6]2[N:10]3[CH:11]=[CH:12][N:13]=[C:14]([NH2:1])[C:9]3=[C:8]([Br:16])[N:7]=2)[CH2:5][CH2:4][CH2:3]1. (2) Given the reactants C[O-].[Na+].C([O:7][C@H:8]([CH2:27][CH2:28][CH2:29][CH3:30])/[CH:9]=[CH:10]\[CH2:11][CH2:12][CH2:13][CH2:14][CH2:15][CH2:16][CH2:17][CH2:18][CH2:19][CH2:20][CH2:21][CH2:22][S:23]([NH2:26])(=[O:25])=[O:24])(=O)C.O, predict the reaction product. The product is: [OH:7][C@H:8]([CH2:27][CH2:28][CH2:29][CH3:30])/[CH:9]=[CH:10]\[CH2:11][CH2:12][CH2:13][CH2:14][CH2:15][CH2:16][CH2:17][CH2:18][CH2:19][CH2:20][CH2:21][CH2:22][S:23]([NH2:26])(=[O:24])=[O:25]. (3) Given the reactants [CH2:1]([N:8]1[C:16]2[C:11](=[CH:12][CH:13]=[CH:14][CH:15]=2)[C:10](OS(C2C=CC(C)=CC=2)(=O)=O)=[N:9]1)[C:2]1[CH:7]=[CH:6][CH:5]=[CH:4][CH:3]=1.[C:28]1([C:34]#[CH:35])[CH:33]=[CH:32][CH:31]=[CH:30][CH:29]=1, predict the reaction product. The product is: [CH2:1]([N:8]1[C:16]2[C:11](=[CH:12][CH:13]=[CH:14][CH:15]=2)[C:10]([C:35]#[C:34][C:28]2[CH:33]=[CH:32][CH:31]=[CH:30][CH:29]=2)=[N:9]1)[C:2]1[CH:3]=[CH:4][CH:5]=[CH:6][CH:7]=1. (4) Given the reactants [Cl:1][C:2]1[CH:3]=[N:4][NH:5][C:6]=1[C:7]1[CH:8]=[C:9]([CH:14]=[CH:15][C:16]=1[CH3:17])[C:10]([O:12]C)=[O:11], predict the reaction product. The product is: [Cl:1][C:2]1[CH:3]=[N:4][NH:5][C:6]=1[C:7]1[CH:8]=[C:9]([CH:14]=[CH:15][C:16]=1[CH3:17])[C:10]([OH:12])=[O:11]. (5) Given the reactants NC1[CH:3]=[C:4]([Cl:20])[C:5]([N:8]([CH2:10][C:11]2[CH:19]=[CH:18][C:14]([C:15]([O-:17])=[O:16])=[CH:13][CH:12]=2)[CH3:9])=[N:6][CH:7]=1.[CH2:21](ON=O)CC(C)C.N.CO.CC(C)=O.I[CH2:37][I:38], predict the reaction product. The product is: [Cl:20][C:4]1[C:5]([N:8]([CH2:10][C:11]2[CH:19]=[CH:18][C:14]([C:15]([O:17][CH3:21])=[O:16])=[CH:13][CH:12]=2)[CH3:9])=[N:6][CH:7]=[C:37]([I:38])[CH:3]=1. (6) The product is: [Si:23]([O:30][CH2:31][CH2:32][CH2:33][NH:1][C:2]1[CH:11]=[C:10]2[C:5]([CH:6]=[C:7]([C:13]3[CH:18]=[CH:17][CH:16]=[CH:15][C:14]=3[C:19]([F:22])([F:20])[F:21])[NH:8][C:9]2=[O:12])=[CH:4][CH:3]=1)([C:26]([CH3:27])([CH3:28])[CH3:29])([CH3:25])[CH3:24]. Given the reactants [NH2:1][C:2]1[CH:11]=[C:10]2[C:5]([CH:6]=[C:7]([C:13]3[CH:18]=[CH:17][CH:16]=[CH:15][C:14]=3[C:19]([F:22])([F:21])[F:20])[NH:8][C:9]2=[O:12])=[CH:4][CH:3]=1.[Si:23]([O:30][CH2:31][CH2:32][CH2:33]O)([C:26]([CH3:29])([CH3:28])[CH3:27])([CH3:25])[CH3:24].C(O)(=O)C.C(=O)(O)[O-].[Na+], predict the reaction product.